This data is from Forward reaction prediction with 1.9M reactions from USPTO patents (1976-2016). The task is: Predict the product of the given reaction. (1) Given the reactants Cl.[OH:2][CH2:3][C:4](=[NH:8])OCC.[C:9]([OH:14])(=[O:13])[C:10]([OH:12])=[O:11].C(O)(=O)/C=C/C(O)=O.[NH2:23][CH2:24][C@@H:25]([O:32][C:33]1[CH:40]=[C:39]([Cl:41])[C:38]([F:42])=[CH:37][C:34]=1[C:35]#[N:36])[C:26]1[CH:31]=[CH:30][CH:29]=[CH:28][CH:27]=1, predict the reaction product. The product is: [C:9]([OH:14])(=[O:13])[C:10]([OH:12])=[O:11].[Cl:41][C:39]1[C:38]([F:42])=[CH:37][C:34]([C:35]#[N:36])=[C:33]([CH:40]=1)[O:32][CH:25]([C:26]1[CH:31]=[CH:30][CH:29]=[CH:28][CH:27]=1)[CH2:24][NH:23][C:4](=[NH:8])[CH2:3][OH:2].[Cl:41][C:39]1[C:38]([F:42])=[CH:37][C:34]([C:35]#[N:36])=[C:33]([CH:40]=1)[O:32][CH:25]([C:26]1[CH:31]=[CH:30][CH:29]=[CH:28][CH:27]=1)[CH2:24][NH:23][C:4](=[NH:8])[CH2:3][OH:2]. (2) Given the reactants [F:1][C:2]1[CH:3]=[C:4]([CH:6]=[CH:7][C:8]=1[O:9][C:10]1[C:19]2[C:14](=[CH:15][C:16]([O:22][CH2:23][CH2:24][CH2:25][N:26]3[CH2:31][CH2:30][O:29][CH2:28][CH2:27]3)=[C:17]([O:20][CH3:21])[CH:18]=2)[N:13]=[CH:12][CH:11]=1)[NH2:5].ClC1C=CC([CH2:37][N:38]2[CH:43]=[CH:42][CH:41]=[C:40]([C:44](O)=[O:45])[C:39]2=[O:47])=CC=1.O=C1C(C(OC)=O)=CC=CN1.IC, predict the reaction product. The product is: [F:1][C:2]1[CH:3]=[C:4]([NH:5][C:44]([C:40]2[C:39](=[O:47])[N:38]([CH3:37])[CH:43]=[CH:42][CH:41]=2)=[O:45])[CH:6]=[CH:7][C:8]=1[O:9][C:10]1[C:19]2[C:14](=[CH:15][C:16]([O:22][CH2:23][CH2:24][CH2:25][N:26]3[CH2:31][CH2:30][O:29][CH2:28][CH2:27]3)=[C:17]([O:20][CH3:21])[CH:18]=2)[N:13]=[CH:12][CH:11]=1. (3) The product is: [Br:1][C:2]1[CH:7]=[CH:6][C:5]([S:8]([N:11]2[CH2:16][CH2:15][C:14]3([O:17][CH2:21][C:20](=[O:23])[N:19]([CH2:24][CH3:25])[CH2:18]3)[CH2:13][CH2:12]2)(=[O:10])=[O:9])=[CH:4][CH:3]=1. Given the reactants [Br:1][C:2]1[CH:7]=[CH:6][C:5]([S:8]([N:11]2[CH2:16][CH2:15][C:14]([CH2:18][N:19]([CH2:24][CH3:25])[C:20](=[O:23])[CH2:21]Cl)([OH:17])[CH2:13][CH2:12]2)(=[O:10])=[O:9])=[CH:4][CH:3]=1.[H-].[Na+], predict the reaction product. (4) Given the reactants N#N.[NH:3]1[C:11]2[C:6](=[CH:7][C:8](/[C:12](/[C:24]3[CH:29]=[CH:28][C:27](/[CH:30]=[CH:31]/[C:32]([O:34]CC)=[O:33])=[CH:26][CH:25]=3)=[C:13](/[C:16]3[CH:21]=[CH:20][CH:19]=[CH:18][C:17]=3[O:22]C)\[CH2:14][CH3:15])=[CH:9][CH:10]=2)[CH:5]=[N:4]1.B(Br)(Br)Br.[Li+].[OH-].Cl, predict the reaction product. The product is: [OH:22][C:17]1[CH:18]=[CH:19][CH:20]=[CH:21][C:16]=1/[C:13](/[CH2:14][CH3:15])=[C:12](\[C:24]1[CH:25]=[CH:26][C:27](/[CH:30]=[CH:31]/[C:32]([OH:34])=[O:33])=[CH:28][CH:29]=1)/[C:8]1[CH:7]=[C:6]2[C:11](=[CH:10][CH:9]=1)[NH:3][N:4]=[CH:5]2. (5) Given the reactants Br[C:2]1[CH:3]=[C:4]([S:8](Cl)(=[O:10])=[O:9])[CH:5]=[N:6][CH:7]=1.[CH2:12]([OH:19])[C:13]([NH2:18])([CH2:16][OH:17])[CH2:14][OH:15].[C:20]([C:22]1[CH:23]=[N:24][N:25]2[C:30]([C:31]([F:34])([F:33])[F:32])=[CH:29][C:28]([C:35]3[CH:40]=[CH:39][C:38]([C:41]([F:44])([F:43])[F:42])=[CH:37][CH:36]=3)=[N:27][C:26]=12)#[CH:21].C(N(CC)CC)C.C1C=CC(P(C2C=CC=CC=2)C2C=CC=CC=2)=CC=1, predict the reaction product. The product is: [OH:19][CH2:12][C:13]([NH:18][S:8]([C:4]1[CH:5]=[N:6][CH:7]=[C:2]([C:21]#[C:20][C:22]2[CH:23]=[N:24][N:25]3[C:30]([C:31]([F:32])([F:34])[F:33])=[CH:29][C:28]([C:35]4[CH:40]=[CH:39][C:38]([C:41]([F:44])([F:42])[F:43])=[CH:37][CH:36]=4)=[N:27][C:26]=23)[CH:3]=1)(=[O:10])=[O:9])([CH2:16][OH:17])[CH2:14][OH:15]. (6) The product is: [C:1]1([C:40]2[CH:41]=[CH:42][CH:43]=[CH:44][CH:45]=2)[CH:6]=[CH:5][C:4]([CH2:7][C@H:8]([NH:16][C:17]([N:19]([CH:25]([CH2:34][C:35]([OH:37])=[O:36])[CH2:26][S:27][C:28]2[CH:33]=[CH:32][CH:31]=[CH:30][CH:29]=2)[CH2:20][CH2:21][CH:22]([CH3:24])[CH3:23])=[O:18])[C:9]([NH:11][CH2:12][CH2:13][CH2:14][CH3:15])=[O:10])=[CH:3][CH:2]=1. Given the reactants [C:1]1([C:40]2[CH:45]=[CH:44][CH:43]=[CH:42][CH:41]=2)[CH:6]=[CH:5][C:4]([CH2:7][C@H:8]([NH:16][C:17]([N:19]([CH:25]([CH2:34][C:35]([O:37]CC)=[O:36])[CH2:26][S:27][C:28]2[CH:33]=[CH:32][CH:31]=[CH:30][CH:29]=2)[CH2:20][CH2:21][CH:22]([CH3:24])[CH3:23])=[O:18])[C:9]([NH:11][CH2:12][CH2:13][CH2:14][CH3:15])=[O:10])=[CH:3][CH:2]=1.[OH-].[Li+].C(O)(=O)CC(CC(O)=O)(C(O)=O)O, predict the reaction product. (7) Given the reactants [CH2:1]([O:3][P:4]([CH2:9][NH:10][C:11]([C:13]1[C:14]2[CH:15]=[CH:16][CH:17]=[N:18][C:19]=2[C:20]([O:35]C(C2C=CC=CC=2)C2C=CC=CC=2)=[C:21]2[C:25](=[O:26])[N:24]([CH2:27][C:28]3[CH:33]=[CH:32][C:31]([F:34])=[CH:30][CH:29]=3)[CH2:23][C:22]=12)=[O:12])(=[O:8])[O:5][CH2:6][CH3:7])[CH3:2].C(O)(C(F)(F)F)=O, predict the reaction product. The product is: [CH2:6]([O:5][P:4]([CH2:9][NH:10][C:11]([C:13]1[C:14]2[CH:15]=[CH:16][CH:17]=[N:18][C:19]=2[C:20]([OH:35])=[C:21]2[C:25](=[O:26])[N:24]([CH2:27][C:28]3[CH:29]=[CH:30][C:31]([F:34])=[CH:32][CH:33]=3)[CH2:23][C:22]=12)=[O:12])(=[O:8])[O:3][CH2:1][CH3:2])[CH3:7].